This data is from Reaction yield outcomes from USPTO patents with 853,638 reactions. The task is: Predict the reaction yield, written as a fraction of the theoretical maximum amount of product (1.0 means a 100% yield; for example, 0.34 means a 34% yield). (1) The reactants are [C:1]([NH:8][CH2:9][CH:10]1[CH2:13][CH2:12][NH:11]1)([O:3][C:4]([CH3:7])([CH3:6])[CH3:5])=[O:2].CCN(C(C)C)C(C)C.[C:23]1([C:33]2[CH:38]=[CH:37][CH:36]=[CH:35][CH:34]=2)[C:24]([S:29](Cl)(=[O:31])=[O:30])=[CH:25][CH:26]=[CH:27][CH:28]=1. The catalyst is CN(C=O)C.CC(=O)OCC. The product is [C:4]([O:3][C:1](=[O:2])[NH:8][CH2:9][CH:10]1[CH2:13][CH2:12][N:11]1[S:29]([C:24]1[C:23]([C:33]2[CH:34]=[CH:35][CH:36]=[CH:37][CH:38]=2)=[CH:28][CH:27]=[CH:26][CH:25]=1)(=[O:31])=[O:30])([CH3:7])([CH3:6])[CH3:5]. The yield is 0.680. (2) The reactants are [C:1]1([CH3:16])[CH:6]=[CH:5][C:4]([PH:7](=[O:15])[C:8]2[CH:13]=[CH:12][C:11]([CH3:14])=[CH:10][CH:9]=2)=[CH:3][CH:2]=1.Br[CH:18]=[CH2:19].CCN(CC)CC. The catalyst is C1(C)C=CC=CC=1.C1C=CC([P]([Pd]([P](C2C=CC=CC=2)(C2C=CC=CC=2)C2C=CC=CC=2)([P](C2C=CC=CC=2)(C2C=CC=CC=2)C2C=CC=CC=2)[P](C2C=CC=CC=2)(C2C=CC=CC=2)C2C=CC=CC=2)(C2C=CC=CC=2)C2C=CC=CC=2)=CC=1. The product is [C:11]1([CH3:14])[CH:12]=[CH:13][C:8]([P:7](=[O:15])([C:4]2[CH:5]=[CH:6][C:1]([CH3:16])=[CH:2][CH:3]=2)[CH:18]=[CH2:19])=[CH:9][CH:10]=1. The yield is 0.425. (3) The reactants are Cl.[NH2:2][CH2:3][CH2:4][C:5]1[CH:12]=[CH:11][C:9]([OH:10])=[C:7]([OH:8])[CH:6]=1.C[C:14](C)([O-:16])C.[Na+]. The catalyst is C(OCC)=O. The product is [OH:8][C:7]1[CH:6]=[C:5]([CH2:4][CH2:3][NH:2][CH:14]=[O:16])[CH:12]=[CH:11][C:9]=1[OH:10]. The yield is 0.845.